Dataset: Full USPTO retrosynthesis dataset with 1.9M reactions from patents (1976-2016). Task: Predict the reactants needed to synthesize the given product. (1) Given the product [C:1]([C:3]1[CH:4]=[C:5]([N:24]2[CH2:25][CH2:26][N:27]([CH2:30][CH3:31])[CH2:28][CH2:29]2)[CH:6]=[C:7]2[C:12]=1[N:11]=[CH:10][N:9]([C:13]1[CH:14]=[C:15]([CH:19]=[CH:20][C:21]=1[CH3:22])[C:16]([NH:32][C:33]1[CH:37]=[CH:36][O:35][N:34]=1)=[O:17])[C:8]2=[O:23])#[N:2], predict the reactants needed to synthesize it. The reactants are: [C:1]([C:3]1[CH:4]=[C:5]([N:24]2[CH2:29][CH2:28][N:27]([CH2:30][CH3:31])[CH2:26][CH2:25]2)[CH:6]=[C:7]2[C:12]=1[N:11]=[CH:10][N:9]([C:13]1[CH:14]=[C:15]([CH:19]=[CH:20][C:21]=1[CH3:22])[C:16](O)=[O:17])[C:8]2=[O:23])#[N:2].[NH2:32][C:33]1[CH:37]=[CH:36][O:35][N:34]=1. (2) Given the product [N+:8]([C:5]1[N:6]=[CH:7][C:2]([N:14]2[CH2:13][CH2:12][N:11]([C:17]([O:19][C:20]([CH3:23])([CH3:22])[CH3:21])=[O:18])[CH2:16][CH2:15]2)=[CH:3][CH:4]=1)([O-:10])=[O:9], predict the reactants needed to synthesize it. The reactants are: Br[C:2]1[CH:3]=[CH:4][C:5]([N+:8]([O-:10])=[O:9])=[N:6][CH:7]=1.[N:11]1([C:17]([O:19][C:20]([CH3:23])([CH3:22])[CH3:21])=[O:18])[CH2:16][CH2:15][NH:14][CH2:13][CH2:12]1.CCN(C(C)C)C(C)C. (3) Given the product [N:2]1([CH2:11][C:12]([NH:15][C@@H:16]([CH2:34][O:35][CH2:36][C:37]2[CH:38]=[CH:39][CH:40]=[CH:41][CH:42]=2)[C:17]([NH:19][C:20]2[CH:21]=[CH:22][C:23]([O:26][C:27]3[CH:32]=[CH:31][C:30]([F:33])=[CH:29][CH:28]=3)=[CH:24][CH:25]=2)=[O:18])=[O:14])[C:6]2[CH:7]=[CH:8][CH:9]=[CH:10][C:5]=2[N:4]=[N:3]1, predict the reactants needed to synthesize it. The reactants are: Cl.[N:2]1([CH2:11][C:12]([OH:14])=O)[C:6]2[CH:7]=[CH:8][CH:9]=[CH:10][C:5]=2[N:4]=[N:3]1.[NH2:15][C@@H:16]([CH2:34][O:35][CH2:36][C:37]1[CH:42]=[CH:41][CH:40]=[CH:39][CH:38]=1)[C:17]([NH:19][C:20]1[CH:25]=[CH:24][C:23]([O:26][C:27]2[CH:32]=[CH:31][C:30]([F:33])=[CH:29][CH:28]=2)=[CH:22][CH:21]=1)=[O:18]. (4) Given the product [CH3:1][N:2]([CH3:3])[CH:4]=[N:24][C:13]1[C:14]([C:16]#[C:17][C:18]2[CH:19]=[CH:20][CH:21]=[CH:22][CH:23]=2)=[N:15][C:10]([CH3:9])=[CH:11][CH:12]=1, predict the reactants needed to synthesize it. The reactants are: [CH3:1][N:2]([CH:4](OC)OC)[CH3:3].[CH3:9][C:10]1[N:15]=[C:14]([C:16]#[C:17][C:18]2[CH:23]=[CH:22][CH:21]=[CH:20][CH:19]=2)[C:13]([NH2:24])=[CH:12][CH:11]=1. (5) The reactants are: [F:1][C:2]1[CH:7]=[CH:6][C:5]([N:8]2[CH2:13][CH2:12][N:11]([CH:14]([CH3:18])[CH2:15][CH2:16][OH:17])[CH2:10][CH2:9]2)=[CH:4][CH:3]=1.C(N(CC)CC)C.[CH3:26][S:27](Cl)(=[O:29])=[O:28]. Given the product [CH3:26][S:27]([O:17][CH2:16][CH2:15][CH:14]([N:11]1[CH2:10][CH2:9][N:8]([C:5]2[CH:4]=[CH:3][C:2]([F:1])=[CH:7][CH:6]=2)[CH2:13][CH2:12]1)[CH3:18])(=[O:29])=[O:28], predict the reactants needed to synthesize it. (6) Given the product [C:1]([O:5][C:6](=[O:15])[C:7]1[CH:12]=[CH:11][C:10]([F:13])=[CH:9][C:8]=1[NH:26][C@@H:24]([CH3:25])[CH2:23][O:22][CH3:21])([CH3:4])([CH3:3])[CH3:2], predict the reactants needed to synthesize it. The reactants are: [C:1]([O:5][C:6](=[O:15])[C:7]1[CH:12]=[CH:11][C:10]([F:13])=[CH:9][C:8]=1F)([CH3:4])([CH3:3])[CH3:2].C([O-])(O)=O.[Na+].[CH3:21][O:22][CH2:23][C@@H:24]([NH2:26])[CH3:25]. (7) Given the product [CH2:1]([O:3][C:4](=[O:40])[C:5]([O:28][C:29]1[CH:34]=[CH:33][CH:32]=[C:31]([C:35]([F:37])([F:36])[F:38])[CH:30]=1)([CH3:39])[CH2:6][C:14]1[CH:19]=[CH:18][C:17]([OH:20])=[CH:16][CH:15]=1)[CH3:2], predict the reactants needed to synthesize it. The reactants are: [CH2:1]([O:3][C:4](=[O:40])[C:5]([CH3:39])([O:28][C:29]1[CH:34]=[CH:33][CH:32]=[C:31]([C:35]([F:38])([F:37])[F:36])[CH:30]=1)[CH:6]([C:14]1[CH:19]=[CH:18][C:17]([O:20]CC2C=CC=CC=2)=[CH:16][CH:15]=1)OC(=O)C(F)(F)F)[CH3:2]. (8) Given the product [Cl:13][C:14]1[N:15]=[CH:16][N:17]=[C:18]([NH:12][C:8]2[CH:9]=[C:10]([CH3:11])[C:4]3[O:3][C:2]([CH3:1])=[N:6][C:5]=3[CH:7]=2)[CH:19]=1, predict the reactants needed to synthesize it. The reactants are: [CH3:1][C:2]1[O:3][C:4]2[C:10]([CH3:11])=[CH:9][C:8]([NH2:12])=[CH:7][C:5]=2[N:6]=1.[Cl:13][C:14]1[CH:19]=[C:18](Cl)[N:17]=[CH:16][N:15]=1. (9) Given the product [CH2:1]([O:5][C:6]1[N:14]=[C:13]2[C:9]([N:10]=[C:11]([O:26][CH3:27])[N:12]2[CH2:15][CH2:16][CH2:17][N:18]2[CH2:19][CH2:20][N:21]([CH:24]3[CH2:32][CH2:31][CH2:30][CH2:29][CH2:25]3)[CH2:22][CH2:23]2)=[C:8]([NH2:28])[N:7]=1)[CH2:2][CH2:3][CH3:4], predict the reactants needed to synthesize it. The reactants are: [CH2:1]([O:5][C:6]1[N:14]=[C:13]2[C:9]([N:10]=[C:11]([O:26][CH3:27])[N:12]2[CH2:15][CH2:16][CH2:17][N:18]2[CH2:23][CH2:22][N:21]([CH2:24][CH3:25])[CH2:20][CH2:19]2)=[C:8]([NH2:28])[N:7]=1)[CH2:2][CH2:3][CH3:4].[CH2:29](OC1N=C2C(N=C(OC)N2CCCCl)=C(N)N=1)[CH2:30][CH2:31][CH3:32].C1(N2CCNCC2)CCCCC1.